Dataset: Catalyst prediction with 721,799 reactions and 888 catalyst types from USPTO. Task: Predict which catalyst facilitates the given reaction. (1) Reactant: CC(C)([O-])C.[Na+].[C:7]([N:10]1[C:19]2[C:14](=[CH:15][C:16]([C:20]3[CH:30]=[CH:29][C:23]([C:24]([O:26][CH2:27][CH3:28])=[O:25])=[CH:22][CH:21]=3)=[CH:17][CH:18]=2)[C@H:13]([NH2:31])[CH2:12][C@@H:11]1[CH3:32])(=[O:9])[CH3:8].Br[C:34]1[CH:39]=[CH:38][CH:37]=[CH:36][N:35]=1.C1(P(C2CCCCC2)C2C=CC=CC=2C2C(N(C)C)=CC=CC=2)CCCCC1. Product: [C:7]([N:10]1[C:19]2[C:14](=[CH:15][C:16]([C:20]3[CH:30]=[CH:29][C:23]([C:24]([O:26][CH2:27][CH3:28])=[O:25])=[CH:22][CH:21]=3)=[CH:17][CH:18]=2)[C@H:13]([NH:31][C:34]2[CH:39]=[CH:38][CH:37]=[CH:36][N:35]=2)[CH2:12][C@@H:11]1[CH3:32])(=[O:9])[CH3:8]. The catalyst class is: 11. (2) Reactant: C([CH2:5][O:6][C:7]1[CH:29]=[CH:28][C:10]([C:11]2[O:12][C:13]3[C:18]([C:19](=[O:21])[CH:20]=2)=[C:17]([O:22]C)[C:16]([O:24][CH3:25])=[C:15]([O:26][CH3:27])[CH:14]=3)=[CH:9][CH:8]=1)(OC)=O.OC1C(O)=C(OC)C=C2C=1C(=O)C=C(C1C=CC(OC)=CC=1)O2.BrC[C:55]([O:57][CH2:58][CH3:59])=[O:56].C(=O)([O-])[O-].[K+].[K+]. Product: [C:55]([CH2:25][O:24][C:16]1[C:17]([OH:22])=[C:18]2[C:13](=[CH:14][C:15]=1[O:26][CH3:27])[O:12][C:11]([C:10]1[CH:9]=[CH:8][C:7]([O:6][CH3:5])=[CH:29][CH:28]=1)=[CH:20][C:19]2=[O:21])([O:57][CH2:58][CH3:59])=[O:56]. The catalyst class is: 21. (3) Reactant: [Cl:1][C:2]1[C:3]([C:9]2[CH:14]=[CH:13][C:12]([C:15]([F:18])([F:17])[F:16])=[C:11]([NH:19][CH2:20][CH:21]3[CH2:26][CH2:25][O:24][CH2:23][CH2:22]3)[N:10]=2)=[CH:4][C:5](F)=[N:6][CH:7]=1.[OH-].[NH4+:28]. Product: [Cl:1][C:2]1[C:3]([C:9]2[CH:14]=[CH:13][C:12]([C:15]([F:18])([F:17])[F:16])=[C:11]([NH:19][CH2:20][CH:21]3[CH2:26][CH2:25][O:24][CH2:23][CH2:22]3)[N:10]=2)=[CH:4][C:5]([NH2:28])=[N:6][CH:7]=1. The catalyst class is: 197. (4) Reactant: [Cl:1][C:2]1[CH:7]=[CH:6][C:5]([S:8]([N:11]([CH2:21][C:22]2[CH:30]=[CH:29][C:25]([C:26](O)=[O:27])=[CH:24][CH:23]=2)[C@H:12]([C:15]2[CH:20]=[CH:19][CH:18]=[CH:17][CH:16]=2)[CH2:13][CH3:14])(=[O:10])=[O:9])=[CH:4][CH:3]=1.CN1CCOCC1.C(Cl)(=O)OCC(C)C.[N:46]1([NH2:52])[CH2:51][CH2:50][O:49][CH2:48][CH2:47]1. Product: [Cl:1][C:2]1[CH:7]=[CH:6][C:5]([S:8]([N:11]([CH2:21][C:22]2[CH:23]=[CH:24][C:25]([C:26]([NH:52][N:46]3[CH2:51][CH2:50][O:49][CH2:48][CH2:47]3)=[O:27])=[CH:29][CH:30]=2)[C@H:12]([C:15]2[CH:20]=[CH:19][CH:18]=[CH:17][CH:16]=2)[CH2:13][CH3:14])(=[O:9])=[O:10])=[CH:4][CH:3]=1. The catalyst class is: 1. (5) Product: [CH2:30]([NH:32][S:15]([C:11]1[CH:12]=[CH:13][CH:14]=[C:9]([C:7]2[CH:6]=[C:5]([NH:19][CH2:20][CH2:21][C:22]3[CH:27]=[CH:26][C:25]([O:28][CH3:29])=[CH:24][CH:23]=3)[N:4]=[C:3]([O:2][CH3:1])[N:8]=2)[CH:10]=1)(=[O:17])=[O:16])[CH3:31]. Reactant: [CH3:1][O:2][C:3]1[N:8]=[C:7]([C:9]2[CH:10]=[C:11]([S:15](Cl)(=[O:17])=[O:16])[CH:12]=[CH:13][CH:14]=2)[CH:6]=[C:5]([NH:19][CH2:20][CH2:21][C:22]2[CH:27]=[CH:26][C:25]([O:28][CH3:29])=[CH:24][CH:23]=2)[N:4]=1.[CH2:30]([N:32](CC)CC)[CH3:31].C(N)C.O. The catalyst class is: 405. (6) Reactant: [Cl:1][C:2]1[CH:3]=[C:4]2[C:14](=[C:15]([Cl:17])[CH:16]=1)[O:13][C:7]1([CH2:12][CH2:11][CH2:10][CH2:9][CH2:8]1)[CH2:6][C:5]2=O.[N:19]1C=CC=CC=1.O.[OH-].[K+]. Product: [Cl:1][C:2]1[CH:3]=[C:4]2[C:14](=[C:15]([Cl:17])[CH:16]=1)[O:13][C:7]1([CH2:12][CH2:11][CH2:10][CH2:9][CH2:8]1)[CH2:6][CH:5]2[NH2:19]. The catalyst class is: 5.